This data is from Reaction yield outcomes from USPTO patents with 853,638 reactions. The task is: Predict the reaction yield, written as a fraction of the theoretical maximum amount of product (1.0 means a 100% yield; for example, 0.34 means a 34% yield). (1) The reactants are Cl[C:2]1[CH:17]=[CH:16][C:5]2[NH:6][C:7](=[O:15])[O:8][C:9]([CH3:14])([C:10]([F:13])([F:12])[F:11])[C:4]=2[CH:3]=1.[CH3:18][O:19][C:20]1[CH:21]=[C:22](B(O)O)[CH:23]=[CH:24][CH:25]=1.P([O-])([O-])([O-])=O.[K+].[K+].[K+].[Cl-].[NH4+]. The catalyst is O1CCOCC1.C(OCC)(=O)C. The product is [CH3:18][O:19][C:20]1[CH:25]=[C:24]([C:2]2[CH:17]=[CH:16][C:5]3[NH:6][C:7](=[O:15])[O:8][C:9]([CH3:14])([C:10]([F:13])([F:12])[F:11])[C:4]=3[CH:3]=2)[CH:23]=[CH:22][CH:21]=1. The yield is 0.200. (2) The reactants are [CH3:1][O:2][C:3]1[CH:4]=[C:5]([CH:7]=[C:8]([O:12][CH3:13])[C:9]=1[O:10][CH3:11])[NH2:6].Cl[C:15]1[CH:20]=[C:19]([O:21][C:22]2[C:23]([Cl:28])=[N:24][CH:25]=[CH:26][CH:27]=2)[CH:18]=[CH:17][N:16]=1.CC1(C)C2C(=C(P(C3C=CC=CC=3)C3C=CC=CC=3)C=CC=2)OC2C(P(C3C=CC=CC=3)C3C=CC=CC=3)=CC=CC1=2.C([O-])([O-])=O.[Cs+].[Cs+]. The catalyst is CC(N(C)C)=O.CCOC(C)=O.O.CC([O-])=O.CC([O-])=O.[Pd+2]. The product is [Cl:28][C:23]1[C:22]([O:21][C:19]2[CH:20]=[CH:15][N:16]=[C:17]([NH:6][C:5]3[CH:7]=[C:8]([O:12][CH3:13])[C:9]([O:10][CH3:11])=[C:3]([O:2][CH3:1])[CH:4]=3)[CH:18]=2)=[CH:27][CH:26]=[CH:25][N:24]=1. The yield is 0.210. (3) The reactants are Cl.[Cl:2][C:3]1[CH:8]=[CH:7][C:6]([NH:9][C:10]2[C:19]3[C:14](=[C:15]([N+:21]([O-])=O)[C:16]([CH3:20])=[CH:17][CH:18]=3)[CH:13]=[CH:12][N:11]=2)=[CH:5][C:4]=1[CH2:24][N:25]([CH3:27])[CH3:26]. The catalyst is [Fe].C(O)C.O. The product is [Cl:2][C:3]1[CH:8]=[CH:7][C:6]([NH:9][C:10]2[C:19]3[CH:18]=[CH:17][C:16]([CH3:20])=[C:15]([NH2:21])[C:14]=3[CH:13]=[CH:12][N:11]=2)=[CH:5][C:4]=1[CH2:24][N:25]([CH3:26])[CH3:27]. The yield is 0.590. (4) The reactants are [NH2:1][C:2]1[N:7]=[C:6]([SH:8])[C:5]([C:9]#[N:10])=[C:4]([S:11][CH3:12])[N:3]=1.Cl[CH2:14][C:15]([NH:17][C:18]1[CH:23]=[CH:22][CH:21]=[C:20]([C:24]([F:27])([F:26])[F:25])[CH:19]=1)=[O:16].C(=O)([O-])[O-].[K+].[K+]. The catalyst is CC(C)=O. The product is [NH2:1][C:2]1[N:7]=[C:6]([S:8][CH2:14][C:15]([NH:17][C:18]2[CH:23]=[CH:22][CH:21]=[C:20]([C:24]([F:27])([F:26])[F:25])[CH:19]=2)=[O:16])[C:5]([C:9]#[N:10])=[C:4]([S:11][CH3:12])[N:3]=1. The yield is 0.800. (5) The reactants are [Li+].C[Si]([N-][Si](C)(C)C)(C)C.[O:11]=[C:12]1[CH2:17][CH2:16][CH2:15][N:14]([C:18]([O:20][C:21]([CH3:24])([CH3:23])[CH3:22])=[O:19])[CH2:13]1.[F:25][C:26]([F:45])([F:44])[S:27](N(C1C=CC=CC=1)[S:27]([C:26]([F:45])([F:44])[F:25])(=[O:29])=[O:28])(=[O:29])=[O:28]. The product is [F:25][C:26]([F:45])([F:44])[S:27]([O:11][C:12]1[CH2:13][N:14]([C:18]([O:20][C:21]([CH3:24])([CH3:23])[CH3:22])=[O:19])[CH2:15][CH2:16][CH:17]=1)(=[O:29])=[O:28]. The yield is 0.423. The catalyst is C1COCC1. (6) The reactants are CCN(C(C)C)C(C)C.Cl[C:11]1[CH:12]=[CH:13][C:14]2[N:15]([C:17]([C:20]([F:23])([F:22])[F:21])=[N:18][N:19]=2)[N:16]=1.[NH:24]1[CH2:29][CH2:28][CH:27]([C:30]2[CH:35]=[CH:34][C:33]([OH:36])=[CH:32][CH:31]=2)[CH2:26][CH2:25]1. The catalyst is CN(C=O)C. The product is [F:21][C:20]([F:23])([F:22])[C:17]1[N:15]2[N:16]=[C:11]([N:24]3[CH2:29][CH2:28][CH:27]([C:30]4[CH:31]=[CH:32][C:33]([OH:36])=[CH:34][CH:35]=4)[CH2:26][CH2:25]3)[CH:12]=[CH:13][C:14]2=[N:19][N:18]=1. The yield is 0.910. (7) The reactants are Cl[C:2]1[N:3]=[CH:4][C:5]([C:8]([NH:10][C:11]2[NH:12][N:13]=[C:14]([O:16][CH2:17][C:18]3[CH:23]=[C:22]([O:24][CH3:25])[CH:21]=[C:20]([O:26][CH3:27])[CH:19]=3)[CH:15]=2)=[O:9])=[N:6][CH:7]=1.CN1[C@@H](C)CNC[C@H]1C.[CH3:37][C@H:38]1[CH2:43][NH:42][CH2:41][C@@H:40]([CH3:44])[N:39]1[CH2:45][C:46]#[N:47].C(N(C(C)C)C(C)C)C. The catalyst is CS(C)=O.CO. The product is [C:46]([CH2:45][N:39]1[C@@H:38]([CH3:37])[CH2:43][N:42]([C:2]2[N:3]=[CH:4][C:5]([C:8]([NH:10][C:11]3[NH:12][N:13]=[C:14]([O:16][CH2:17][C:18]4[CH:23]=[C:22]([O:24][CH3:25])[CH:21]=[C:20]([O:26][CH3:27])[CH:19]=4)[CH:15]=3)=[O:9])=[N:6][CH:7]=2)[CH2:41][C@H:40]1[CH3:44])#[N:47]. The yield is 0.180. (8) The reactants are Br[C:2]1[N:7]=[C:6]([NH:8][CH2:9][C:10]2([C:16]#[N:17])[CH2:15][CH2:14][O:13][CH2:12][CH2:11]2)[CH:5]=[CH:4][CH:3]=1.[Cl:18][C:19]1[C:20](B(O)O)=[CH:21][C:22]([F:25])=[N:23][CH:24]=1.C(Cl)Cl. The catalyst is C1C=CC(P(C2C=CC=CC=2)[C-]2C=CC=C2)=CC=1.C1C=CC(P(C2C=CC=CC=2)[C-]2C=CC=C2)=CC=1.Cl[Pd]Cl.[Fe+2].COCCOC. The product is [Cl:18][C:19]1[C:20]([C:2]2[CH:3]=[CH:4][CH:5]=[C:6]([NH:8][CH2:9][C:10]3([C:16]#[N:17])[CH2:15][CH2:14][O:13][CH2:12][CH2:11]3)[N:7]=2)=[CH:21][C:22]([F:25])=[N:23][CH:24]=1. The yield is 0.750. (9) The reactants are [O:1]1[C:6]2[CH:7]=[CH:8][C:9]([CH2:11]O)=[CH:10][C:5]=2[O:4][CH2:3][CH2:2]1.O=S(Cl)[Cl:15]. No catalyst specified. The product is [Cl:15][CH2:11][C:9]1[CH:8]=[CH:7][C:6]2[O:1][CH2:2][CH2:3][O:4][C:5]=2[CH:10]=1. The yield is 0.880. (10) The reactants are [CH3:1][N:2]([S:23]([C:26]1[S:27][CH:28]=[CH:29][CH:30]=1)(=[O:25])=[O:24])[C:3]1[CH:4]=[CH:5][CH:6]=[C:7]2[C:11]=1[NH:10][C:9]([C:12]1[S:13][CH:14]([CH2:17][C:18](OCC)=[O:19])[CH2:15][N:16]=1)=[CH:8]2.[BH4-].[Li+].O1CCCC1.C(O)(=O)CC(CC(O)=O)(C(O)=O)O. The catalyst is CO. The product is [OH:19][CH2:18][CH2:17][CH:14]1[S:13][C:12]([C:9]2[NH:10][C:11]3[C:7]([CH:8]=2)=[CH:6][CH:5]=[CH:4][C:3]=3[N:2]([CH3:1])[S:23]([C:26]2[S:27][CH:28]=[CH:29][CH:30]=2)(=[O:25])=[O:24])=[N:16][CH2:15]1. The yield is 0.960.